This data is from Full USPTO retrosynthesis dataset with 1.9M reactions from patents (1976-2016). The task is: Predict the reactants needed to synthesize the given product. (1) Given the product [Br:16][C:14]1[CH:15]=[C:10]([NH:8][C:5]2[CH:4]=[C:3]([CH2:1][CH3:2])[NH:7][N:6]=2)[C:11](=[O:18])[N:12]([CH3:17])[CH:13]=1, predict the reactants needed to synthesize it. The reactants are: [CH2:1]([C:3]1[NH:7][N:6]=[C:5]([NH2:8])[CH:4]=1)[CH3:2].Br[C:10]1[C:11](=[O:18])[N:12]([CH3:17])[CH:13]=[C:14]([Br:16])[CH:15]=1.C(=O)([O-])[O-].[Cs+].[Cs+].CC1(C)C2C(=C(P(C3C=CC=CC=3)C3C=CC=CC=3)C=CC=2)OC2C(P(C3C=CC=CC=3)C3C=CC=CC=3)=CC=CC1=2. (2) Given the product [F:1][C:2]1[CH:3]=[C:4]([NH:8][C:9](=[NH:28])[NH:10][C:11]2[CH:16]=[CH:15][C:14]([CH:17]([N:21]3[CH:25]=[CH:24][N:23]=[CH:22]3)[CH:18]([CH3:20])[CH3:19])=[CH:13][CH:12]=2)[CH:5]=[CH:6][CH:7]=1, predict the reactants needed to synthesize it. The reactants are: [F:1][C:2]1[CH:3]=[C:4]([N:8]=[C:9](SC)[NH:10][C:11]2[CH:16]=[CH:15][C:14]([CH:17]([N:21]3[CH:25]=[CH:24][N:23]=[CH:22]3)[CH:18]([CH3:20])[CH3:19])=[CH:13][CH:12]=2)[CH:5]=[CH:6][CH:7]=1.[NH3:28].